This data is from Full USPTO retrosynthesis dataset with 1.9M reactions from patents (1976-2016). The task is: Predict the reactants needed to synthesize the given product. (1) Given the product [CH2:9]([C:7]1[CH:8]=[C:3]([O:2][CH3:1])[C:4]([NH:11][C:12](=[O:28])[C:13]2[CH:18]=[CH:17][CH:16]=[C:15]([S:19]([N:22]3[CH2:23][CH2:24][CH2:25][CH2:26][CH2:27]3)(=[O:21])=[O:20])[CH:14]=2)=[N:5][CH:6]=1)[CH3:10], predict the reactants needed to synthesize it. The reactants are: [CH3:1][O:2][C:3]1[C:4]([NH:11][C:12](=[O:28])[C:13]2[CH:18]=[CH:17][CH:16]=[C:15]([S:19]([N:22]3[CH2:27][CH2:26][CH2:25][CH2:24][CH2:23]3)(=[O:21])=[O:20])[CH:14]=2)=[N:5][CH:6]=[C:7]([CH:9]=[CH2:10])[CH:8]=1.[H][H]. (2) The reactants are: CS([C:5]1[N:10]=[C:9]([NH:11][CH2:12][CH2:13][OH:14])[CH:8]=[C:7]([C:15]2[CH:20]=[CH:19][CH:18]=[C:17]([C:21]([F:24])([F:23])[F:22])[CH:16]=2)[N:6]=1)(=O)=O.[C-:25]#[N:26].[Na+]. Given the product [OH:14][CH2:13][CH2:12][NH:11][C:9]1[CH:8]=[C:7]([C:15]2[CH:20]=[CH:19][CH:18]=[C:17]([C:21]([F:24])([F:23])[F:22])[CH:16]=2)[N:6]=[C:5]([C:25]#[N:26])[N:10]=1, predict the reactants needed to synthesize it. (3) Given the product [C:9]([CH:10]1[CH:5]([O:4][C:1](=[O:3])[CH3:2])[CH:6]=[CH:7][CH2:8][CH2:11]1)(=[O:12])[NH2:13], predict the reactants needed to synthesize it. The reactants are: [C:1]([O:4][CH:5]=[CH:6][CH:7]=[CH2:8])(=[O:3])[CH3:2].[C:9]([NH2:13])(=[O:12])[CH:10]=[CH2:11].ClCCl. (4) Given the product [F:1][C:2]1[CH:3]=[CH:4][C:5]([NH:8][C:9]2[C:18]3[C:13](=[CH:14][C:15]([O:20][CH3:21])=[C:16]([O:19][CH2:23][CH2:24][CH2:25][N:26]4[CH2:31][CH2:30][CH:29]5[CH2:32][O:33][CH2:34][CH:28]5[CH2:27]4)[CH:17]=3)[N:12]=[CH:11][N:10]=2)=[CH:6][CH:7]=1, predict the reactants needed to synthesize it. The reactants are: [F:1][C:2]1[CH:7]=[CH:6][C:5]([NH:8][C:9]2[C:18]3[C:13](=[CH:14][C:15]([O:20][CH3:21])=[C:16]([OH:19])[CH:17]=3)[N:12]=[CH:11][N:10]=2)=[CH:4][CH:3]=1.Cl[CH2:23][CH2:24][CH2:25][N:26]1[CH2:31][CH2:30][CH:29]2[CH2:32][O:33][CH2:34][CH:28]2[CH2:27]1.C([O-])([O-])=O.[K+].[K+].C(Cl)Cl.